Predict the product of the given reaction. From a dataset of Forward reaction prediction with 1.9M reactions from USPTO patents (1976-2016). (1) Given the reactants [CH2:1]([O:3][C:4]([C:6]1[C:7](Cl)=[N:8][C:9]2[C:14]([C:15]=1[C:16]1[CH:21]=[CH:20][CH:19]=[CH:18][CH:17]=1)=[CH:13][C:12]([Cl:22])=[CH:11][CH:10]=2)=[O:5])[CH3:2].[F:24][C:25]1([F:31])[CH2:30][CH2:29][NH:28][CH2:27][CH2:26]1, predict the reaction product. The product is: [CH2:1]([O:3][C:4]([C:6]1[C:7]([N:28]2[CH2:29][CH2:30][C:25]([F:31])([F:24])[CH2:26][CH2:27]2)=[N:8][C:9]2[C:14]([C:15]=1[C:16]1[CH:21]=[CH:20][CH:19]=[CH:18][CH:17]=1)=[CH:13][C:12]([Cl:22])=[CH:11][CH:10]=2)=[O:5])[CH3:2]. (2) Given the reactants [CH2:1]([O:3][C:4]([C:6]1([F:27])[CH2:11][CH2:10][N:9]([C:12]2[CH2:26][C:15]3([CH2:18][N:17](C(OC(C)(C)C)=O)[CH2:16]3)[O:14][N:13]=2)[CH2:8][CH2:7]1)=[O:5])[CH3:2].[CH2:28]([O:30][C:31]1[CH:36]=[C:35]([CH:37]=O)[CH:34]=[C:33]([O:39][CH2:40][CH3:41])[C:32]=1[C:42]1[CH:47]=[CH:46][C:45]([F:48])=[CH:44][CH:43]=1)[CH3:29], predict the reaction product. The product is: [CH2:28]([O:30][C:31]1[CH:36]=[C:35]([CH2:37][N:17]2[CH2:16][C:15]3([CH2:26][C:12]([N:9]4[CH2:8][CH2:7][C:6]([F:27])([C:4]([O:3][CH2:1][CH3:2])=[O:5])[CH2:11][CH2:10]4)=[N:13][O:14]3)[CH2:18]2)[CH:34]=[C:33]([O:39][CH2:40][CH3:41])[C:32]=1[C:42]1[CH:43]=[CH:44][C:45]([F:48])=[CH:46][CH:47]=1)[CH3:29].